The task is: Predict the product of the given reaction.. This data is from Forward reaction prediction with 1.9M reactions from USPTO patents (1976-2016). (1) Given the reactants C1(COC([NH:11][C@H:12]([C:34]([O:36][CH2:37][CH3:38])=[O:35])[CH2:13][C:14]2[CH:19]=[CH:18][C:17]([O:20][CH2:21][CH2:22][CH2:23][C:24]3[CH:33]=[CH:32][C:31]4[C:26](=[N:27][CH:28]=[CH:29][CH:30]=4)[N:25]=3)=[CH:16][CH:15]=2)=O)C=CC=CC=1, predict the reaction product. The product is: [N:25]1[C:26]2[NH:27][CH2:28][CH2:29][CH2:30][C:31]=2[CH:32]=[CH:33][C:24]=1[CH2:23][CH2:22][CH2:21][O:20][C:17]1[CH:16]=[CH:15][C:14]([CH2:13][C@@H:12]([C:34]([O:36][CH2:37][CH3:38])=[O:35])[NH2:11])=[CH:19][CH:18]=1. (2) Given the reactants [N:1]1([C:6]2([C:10]#[N:11])[CH2:9]O[CH2:7]2)[CH2:5][CH2:4][CH2:3][CH2:2]1.[C:12]1(=O)CCC1.[CH3:17][N:18]1CCNCC1, predict the reaction product. The product is: [CH3:17][N:18]1[CH2:4][CH2:5][N:1]([C:6]2([C:10]#[N:11])[CH2:9][CH2:12][CH2:7]2)[CH2:2][CH2:3]1. (3) Given the reactants [CH2:1]([O:8][C:9](=[O:22])[NH:10][C:11]1[CH:12]=[CH:13][C:14]2[O:19][CH2:18][C:17](=[O:20])[NH:16][C:15]=2[CH:21]=1)[C:2]1C=CC=CC=1.[C:23]([O:27][Li])([CH3:26])([CH3:25])[CH3:24].C1COCC1.Cl.[CH3:35][N:36]([CH:38]=[O:39])C, predict the reaction product. The product is: [C:23]([O:27][C:38](=[O:39])[NH:36][CH2:35][C@H:1]1[O:8][C:9](=[O:22])[N:10]([C:11]2[CH:12]=[CH:13][C:14]3[O:19][CH2:18][C:17](=[O:20])[NH:16][C:15]=3[CH:21]=2)[CH2:2]1)([CH3:26])([CH3:25])[CH3:24]. (4) Given the reactants C([O:3][C:4]([C:6]1[N:7]([CH3:20])[C:8]2[C:13]([CH:14]=1)=[CH:12][C:11]([C:15]([O:17]CC)=[O:16])=[CH:10][CH:9]=2)=[O:5])C.[OH-].[Na+], predict the reaction product. The product is: [CH3:20][N:7]1[C:8]2[C:13](=[CH:12][C:11]([C:15]([OH:17])=[O:16])=[CH:10][CH:9]=2)[CH:14]=[C:6]1[C:4]([OH:5])=[O:3]. (5) Given the reactants [C:1]1([C:7]2[CH:8]=[CH:9][C:10]3[N:11]([C:13]([CH2:16][NH2:17])=[N:14][N:15]=3)[N:12]=2)[CH:6]=[CH:5][CH:4]=[CH:3][CH:2]=1.Cl[C:19]1[N:27]=[CH:26][N:25]=[C:24]2[C:20]=1[NH:21][CH:22]=[N:23]2.C(O)(CC)C, predict the reaction product. The product is: [C:1]1([C:7]2[CH:8]=[CH:9][C:10]3[N:11]([C:13]([CH2:16][NH:17][C:19]4[N:27]=[CH:26][N:25]=[C:24]5[C:20]=4[NH:21][CH:22]=[N:23]5)=[N:14][N:15]=3)[N:12]=2)[CH:2]=[CH:3][CH:4]=[CH:5][CH:6]=1.